From a dataset of Forward reaction prediction with 1.9M reactions from USPTO patents (1976-2016). Predict the product of the given reaction. (1) Given the reactants [CH3:1][O:2][C:3](=[O:33])[C:4]1[CH:9]=[CH:8][C:7]([CH2:10][N:11]2[CH:15]=[C:14]([C:16]3[CH:21]=[CH:20][C:19]([Cl:22])=[CH:18][C:17]=3[Cl:23])[N:13]=[C:12]2/[CH:24]=[CH:25]/[C:26]2[CH:31]=[CH:30][C:29](Br)=[CH:28][CH:27]=2)=[CH:6][CH:5]=1.[CH:34]([O:37][C:38]1[CH:43]=[CH:42][C:41](B(O)O)=[CH:40][CH:39]=1)([CH3:36])[CH3:35], predict the reaction product. The product is: [CH3:1][O:2][C:3](=[O:33])[C:4]1[CH:9]=[CH:8][C:7]([CH2:10][N:11]2[CH:15]=[C:14]([C:16]3[CH:21]=[CH:20][C:19]([Cl:22])=[CH:18][C:17]=3[Cl:23])[N:13]=[C:12]2/[CH:24]=[CH:25]/[C:26]2[CH:31]=[CH:30][C:29]([C:41]3[CH:42]=[CH:43][C:38]([O:37][CH:34]([CH3:36])[CH3:35])=[CH:39][CH:40]=3)=[CH:28][CH:27]=2)=[CH:6][CH:5]=1. (2) Given the reactants I[C:2]1[C:3](=[O:11])[O:4][C:5]([CH3:10])([CH3:9])[O:6][C:7]=1[CH3:8].[F:12][C:13]1[C:18](B(O)O)=[CH:17][CH:16]=[CH:15][N:14]=1.C(=O)([O-])[O-].[Na+].[Na+].O1CCCC1, predict the reaction product. The product is: [F:12][C:13]1[C:18]([C:2]2[C:3](=[O:11])[O:4][C:5]([CH3:10])([CH3:9])[O:6][C:7]=2[CH3:8])=[CH:17][CH:16]=[CH:15][N:14]=1. (3) Given the reactants [C:1]([O:5][C:6](=[O:35])[NH:7][C:8]1([C:12]2[CH:17]=[CH:16][C:15]([C:18]3[C:27]([C:28]4[CH:33]=[CH:32][CH:31]=[CH:30][CH:29]=4)=[CH:26][C:25]4[C:24](=[O:34])[NH:23][CH2:22][CH2:21][C:20]=4[N:19]=3)=[CH:14][CH:13]=2)[CH2:11][CH2:10][CH2:9]1)([CH3:4])([CH3:3])[CH3:2].[H-].[Na+].I[CH3:39].[NH4+].[Cl-], predict the reaction product. The product is: [C:1]([O:5][C:6](=[O:35])[NH:7][C:8]1([C:12]2[CH:13]=[CH:14][C:15]([C:18]3[C:27]([C:28]4[CH:29]=[CH:30][CH:31]=[CH:32][CH:33]=4)=[CH:26][C:25]4[C:24](=[O:34])[N:23]([CH3:39])[CH2:22][CH2:21][C:20]=4[N:19]=3)=[CH:16][CH:17]=2)[CH2:11][CH2:10][CH2:9]1)([CH3:4])([CH3:2])[CH3:3]. (4) Given the reactants Br[C:2]1[CH:3]=[N:4][C:5]2[C:10]([CH:11]=1)=[CH:9][CH:8]=[CH:7][CH:6]=2.[B:12](OC(C)C)([O:17]C(C)C)[O:13]C(C)C.C([Li])CCC.Cl.[OH-].[Na+], predict the reaction product. The product is: [N:4]1[C:5]2[C:10](=[CH:9][CH:8]=[CH:7][CH:6]=2)[CH:11]=[C:2]([B:12]([OH:17])[OH:13])[CH:3]=1. (5) Given the reactants [C:1]([O:5][C:6]([N:8]1[CH2:13][CH2:12][CH2:11][CH:10]([OH:14])[CH2:9]1)=[O:7])([CH3:4])([CH3:3])[CH3:2].C1(P(C2C=CC=CC=2)C2C=CC=CC=2)C=CC=CC=1.[NH2:34][C:35]1[C:44]2[C:39](=[CH:40][C:41](O)=[C:42]([CH3:45])[CH:43]=2)[CH:38]=[CH:37][N:36]=1.CCOC(/N=N/C(OCC)=O)=O, predict the reaction product. The product is: [C:1]([O:5][C:6]([N:8]1[CH2:13][CH2:12][CH2:11][CH:10]([O:14][C:41]2[CH:40]=[C:39]3[C:44](=[CH:43][C:42]=2[CH3:45])[C:35]([NH2:34])=[N:36][CH:37]=[CH:38]3)[CH2:9]1)=[O:7])([CH3:4])([CH3:2])[CH3:3]. (6) Given the reactants [CH3:1][O:2][C:3](=[O:20])[CH:4]([C:12]1[CH:17]=[CH:16][C:15]([Cl:18])=[C:14]([Cl:19])[CH:13]=1)[CH2:5][CH:6]1[CH2:10][CH2:9][CH:8]([OH:11])[CH2:7]1.C[N+]1([O-])CCOCC1.C([N+](CCC)(CCC)CCC)CC, predict the reaction product. The product is: [CH3:1][O:2][C:3](=[O:20])[CH:4]([C:12]1[CH:17]=[CH:16][C:15]([Cl:18])=[C:14]([Cl:19])[CH:13]=1)[CH2:5][CH:6]1[CH2:10][CH2:9][C:8](=[O:11])[CH2:7]1. (7) The product is: [C:22]([O:26][CH2:27][CH:28]([CH3:32])[CH2:29][O:30][NH:31][C:50]([C:49]1[C:41]([NH:40][C:37]2[CH:38]=[CH:39][C:34]([Br:33])=[CH:35][C:36]=2[F:59])=[CH:42][C:43](=[O:58])[N:44]2[C:48]=1[CH:47]1[O:53][C:54]([CH3:57])([CH3:56])[O:55][CH:46]1[CH2:45]2)=[O:51])([CH3:25])([CH3:23])[CH3:24]. Given the reactants CCN=C=NCCCN(C)C.C1C=CC2N(O)N=NC=2C=1.[C:22]([O:26][CH2:27][CH:28]([CH3:32])[CH2:29][O:30][NH2:31])([CH3:25])([CH3:24])[CH3:23].[Br:33][C:34]1[CH:39]=[CH:38][C:37]([NH:40][C:41]2[C:49]([C:50](O)=[O:51])=[C:48]3[N:44]([CH2:45][CH:46]4[O:55][C:54]([CH3:57])([CH3:56])[O:53][CH:47]43)[C:43](=[O:58])[CH:42]=2)=[C:36]([F:59])[CH:35]=1, predict the reaction product.